From a dataset of hERG potassium channel inhibition data for cardiac toxicity prediction from Karim et al.. Regression/Classification. Given a drug SMILES string, predict its toxicity properties. Task type varies by dataset: regression for continuous values (e.g., LD50, hERG inhibition percentage) or binary classification for toxic/non-toxic outcomes (e.g., AMES mutagenicity, cardiotoxicity, hepatotoxicity). Dataset: herg_karim. (1) The molecule is Cc1ccc2c(N3CCN(CCc4cccc5c4OCC(=O)N5C)[C@H](C)C3)cccc2n1. The result is 1 (blocker). (2) The drug is CCCCC1=NC2(CCCC2)C(=O)N1Cc1ccc(-c2ccccc2-c2nn[nH]n2)cc1. The result is 0 (non-blocker). (3) The molecule is CN1CC2CCCC[C@@]2(c2ccc(Cl)c(Cl)c2)C1. The result is 1 (blocker). (4) The molecule is NC(=O)c1ccc(S(=O)(=O)c2ccc(C=Cc3ccc(F)cc3F)cc2)cc1. The result is 1 (blocker). (5) The compound is O=C(C1CC2(CCN(C3CCOCC3)CC2)C1)N1CCN(C2CCC2)CC1. The result is 0 (non-blocker).